This data is from Drug-target binding data from BindingDB using IC50 measurements. The task is: Regression. Given a target protein amino acid sequence and a drug SMILES string, predict the binding affinity score between them. We predict pIC50 (pIC50 = -log10(IC50 in M); higher means more potent). Dataset: bindingdb_ic50. (1) The pIC50 is 6.5. The small molecule is CC1CCCCC1Nc1c(C#N)c(C(F)(F)F)nn1-c1ccc(S(C)(=O)=O)cn1. The target protein sequence is MLARALVLCAALAVVRAANPCCSHPCQNQGICMSTGFDQYKCDCTRTGFYGENCSTPEFLTRIKLYLKPTPNTVHYILTHFKGVWNIVNNIPFLRNTIMKYVLTSRSHLIESPPTYNVNYGYKSWEAFSNLSYYTRALPPVPDDCPTPMGVKGKKELPDSKEIVEKFLLRRKFIPDPQGTNMMFAFFAQHFTHQFFKTDHKRGPAFTKGLGHGVDLNHVYGETLDRQHKLRLFKDGKMKYQVIDGEVYPPTVKDTQVEMIYPPHVPEHLQFAVGQEVFGLVPGLMMYATIWLREHNRVCDVLKQEHPEWDDERLFQTSRLILIGETIKIVIEDYVQHLSGYHFKLKFDPELLFNQQFQYQNRIAAEFNTLYHWHPLLPDTLQIDDQEYNFQQFIYNNSILLEHGLTQFVESFSRQIAGRVAGGRNVPAAVQQVAKASIDQSRQMKYQSLNEYRKRFRLKPYTSFEELTGEKEMAAGLEALYGDIDAMELYPALLVEKPRP.... (2) The drug is Cc1ccc(SCCCCC(CN)c2ccc(F)cc2)cc1. The target protein (P04055) has sequence MKLLLLAALLTAGVTAHSISTRAVWQFRNMIKCTIPGSDPLREYNNYGCYCGLGGSGTPVDDLDRCCQTHDHCYNQAKKLESCKFLIDNPYTNTYSYKCSGNVITCSDKNNDCESFICNCDRQAAICFSKVPYNKEYKDLDTKKHC. The pIC50 is 5.3. (3) The drug is CCCC(CCC)C(=O)O. The target protein (P13726) has sequence METPAWPRVPRPETAVARTLLLGWVFAQVAGASGTTNTVAAYNLTWKSTNFKTILEWEPKPVNQVYTVQISTKSGDWKSKCFYTTDTECDLTDEIVKDVKQTYLARVFSYPAGNVESTGSAGEPLYENSPEFTPYLETNLGQPTIQSFEQVGTKVNVTVEDERTLVRRNNTFLSLRDVFGKDLIYTLYYWKSSSSGKKTAKTNTNEFLIDVDKGENYCFSVQAVIPSRTVNRKSTDSPVECMGQEKGEFREIFYIIGAVVFVVIILVIILAISLHKCRKAGVGQSWKENSPLNVS. The pIC50 is 2.8.